This data is from Full USPTO retrosynthesis dataset with 1.9M reactions from patents (1976-2016). The task is: Predict the reactants needed to synthesize the given product. (1) Given the product [CH:20]1([CH2:19][O:18][C@@H:15]2[CH2:16][CH2:17][N:13]([C:11]([C:9]3[S:10][C:3]4[C:4](=[N:5][CH:6]=[CH:7][C:2]=4[NH:33][C:29]4[CH:30]=[C:31]5[C:26](=[CH:27][CH:28]=4)[NH:25][C:24]([CH3:23])=[CH:32]5)[CH:8]=3)=[O:12])[CH2:14]2)[CH2:22][CH2:21]1, predict the reactants needed to synthesize it. The reactants are: Cl[C:2]1[CH:7]=[CH:6][N:5]=[C:4]2[CH:8]=[C:9]([C:11]([N:13]3[CH2:17][CH2:16][C@@H:15]([O:18][CH2:19][CH:20]4[CH2:22][CH2:21]4)[CH2:14]3)=[O:12])[S:10][C:3]=12.[CH3:23][C:24]1[NH:25][C:26]2[C:31]([CH:32]=1)=[CH:30][C:29]([NH2:33])=[CH:28][CH:27]=2. (2) Given the product [Cl:8][C:7]1[C:2]2[N:3]([CH:15]=[C:14]([C:13]3[CH:18]=[CH:19][CH:20]=[C:11]([O:10][CH3:9])[CH:12]=3)[N:1]=2)[CH:4]=[CH:5][N:6]=1, predict the reactants needed to synthesize it. The reactants are: [NH2:1][C:2]1[C:7]([Cl:8])=[N:6][CH:5]=[CH:4][N:3]=1.[CH3:9][O:10][C:11]1[CH:12]=[C:13]([CH:18]=[CH:19][CH:20]=1)[C:14](=O)[CH2:15]Br. (3) Given the product [CH2:5]([O:4][C:2]([NH:12][C:13]1[CH:14]=[C:15]2[C:19](=[CH:20][CH:21]=1)[NH:18][N:17]=[CH:16]2)=[O:3])[C:6]1[CH:11]=[CH:10][CH:9]=[CH:8][CH:7]=1, predict the reactants needed to synthesize it. The reactants are: Cl[C:2]([O:4][CH2:5][C:6]1[CH:11]=[CH:10][CH:9]=[CH:8][CH:7]=1)=[O:3].[NH2:12][C:13]1[CH:14]=[C:15]2[C:19](=[CH:20][CH:21]=1)[NH:18][N:17]=[CH:16]2.N1C=CC=CC=1.O.[OH-].[Li+].CO. (4) Given the product [NH2:1][C:2]1[C:3]([C:9]([O:11][CH3:12])=[O:10])=[N:4][C:5]([B:16]2[O:17][C:18]([CH3:20])([CH3:19])[C:14]([CH3:30])([CH3:13])[O:15]2)=[CH:6][N:7]=1, predict the reactants needed to synthesize it. The reactants are: [NH2:1][C:2]1[C:3]([C:9]([O:11][CH3:12])=[O:10])=[N:4][C:5](Br)=[CH:6][N:7]=1.[CH3:13][C:14]1([CH3:30])[C:18]([CH3:20])([CH3:19])[O:17][B:16]([B:16]2[O:17][C:18]([CH3:20])([CH3:19])[C:14]([CH3:30])([CH3:13])[O:15]2)[O:15]1.C([O-])(=O)C.[K+]. (5) Given the product [CH3:23][N:17]1[CH:16]([CH3:24])[C:15]2[C:19](=[CH:20][CH:21]=[C:13]([C:11]3[S:12][C:8]([C:4]4[CH:3]=[C:2]([NH:1][S:33]([C:27]5[CH:28]=[CH:29][C:30]([F:32])=[CH:31][C:26]=5[F:25])(=[O:35])=[O:34])[CH:7]=[N:6][CH:5]=4)=[CH:9][CH:10]=3)[CH:14]=2)[C:18]1=[O:22], predict the reactants needed to synthesize it. The reactants are: [NH2:1][C:2]1[CH:3]=[C:4]([C:8]2[S:12][C:11]([C:13]3[CH:14]=[C:15]4[C:19](=[CH:20][CH:21]=3)[C:18](=[O:22])[N:17]([CH3:23])[CH:16]4[CH3:24])=[CH:10][CH:9]=2)[CH:5]=[N:6][CH:7]=1.[F:25][C:26]1[CH:31]=[C:30]([F:32])[CH:29]=[CH:28][C:27]=1[S:33](Cl)(=[O:35])=[O:34]. (6) The reactants are: [Br:1][C:2]1[CH:7]=[CH:6][C:5]([C:8]2[CH:13]=[C:12]([O:14][CH3:15])[CH:11]=[C:10]([O:16][CH3:17])[CH:9]=2)=[C:4]([NH2:18])[C:3]=1[NH2:19].[CH3:20][C:21](=O)[C:22](=O)[CH3:23]. Given the product [Br:1][C:2]1[CH:7]=[CH:6][C:5]([C:8]2[CH:9]=[C:10]([O:16][CH3:17])[CH:11]=[C:12]([O:14][CH3:15])[CH:13]=2)=[C:4]2[C:3]=1[N:19]=[C:21]([CH3:20])[C:22]([CH3:23])=[N:18]2, predict the reactants needed to synthesize it.